The task is: Predict the reaction yield, written as a fraction of the theoretical maximum amount of product (1.0 means a 100% yield; for example, 0.34 means a 34% yield).. This data is from Reaction yield outcomes from USPTO patents with 853,638 reactions. (1) The reactants are [OH:1][C:2]1[CH:21]=[CH:20][C:5]([O:6][C:7]2[C:12]([I:13])=[CH:11][C:10]([CH2:14][C:15](OC)=[O:16])=[CH:9][C:8]=2[I:19])=[CH:4][CH:3]=1.[NH2:22][OH:23]. The catalyst is O1CCOCC1. The product is [OH:23][NH:22][C:15](=[O:16])[CH2:14][C:10]1[CH:11]=[C:12]([I:13])[C:7]([O:6][C:5]2[CH:20]=[CH:21][C:2]([OH:1])=[CH:3][CH:4]=2)=[C:8]([I:19])[CH:9]=1. The yield is 0.900. (2) The reactants are [CH3:1][C:2]1[C:11]2[C:6](=[CH:7][CH:8]=[CH:9][CH:10]=2)[CH:5]=[N:4][CH:3]=1.C1C=C(Cl)C=C(C(OO)=[O:20])C=1. The catalyst is C(Cl)Cl. The product is [CH3:1][C:2]1[C:11]2[C:6](=[CH:7][CH:8]=[CH:9][CH:10]=2)[CH:5]=[N+:4]([O-:20])[CH:3]=1. The yield is 0.880. (3) The reactants are [Cl:1][C:2]1[CH:7]=[CH:6][N:5]=[C:4]([CH2:8]O)[CH:3]=1.S(Cl)([Cl:12])=O.C(=O)([O-])O.[Na+]. The catalyst is C1(C)C=CC=CC=1. The product is [Cl:1][C:2]1[CH:7]=[CH:6][N:5]=[C:4]([CH2:8][Cl:12])[CH:3]=1. The yield is 0.590. (4) The catalyst is O1CCOCC1. The reactants are [NH:1]1[C:11]2[C:6](=[CH:7][CH:8]=[CH:9][CH:10]=2)[C:4](=[O:5])[C:2]1=[O:3].[H-].[Na+].Br[CH2:15][C:16]1[C:17]2[CH:24]=[C:23]([Cl:25])[CH:22]=[CH:21][C:18]=2[S:19][CH:20]=1. The product is [Cl:25][C:23]1[CH:22]=[CH:21][C:18]2[S:19][CH:20]=[C:16]([CH2:15][N:1]3[C:11]4[C:6](=[CH:7][CH:8]=[CH:9][CH:10]=4)[C:4](=[O:5])[C:2]3=[O:3])[C:17]=2[CH:24]=1. The yield is 0.450. (5) The reactants are C[O:2][C:3](=[O:20])[CH2:4][CH2:5][CH2:6][CH2:7][C:8]1[CH:13]=[CH:12][CH:11]=[C:10]([NH:14][C:15]([O:17][CH2:18][CH3:19])=[O:16])[CH:9]=1.[OH-].[Li+]. The catalyst is C1COCC1.O. The product is [CH2:18]([O:17][C:15]([NH:14][C:10]1[CH:9]=[C:8]([CH2:7][CH2:6][CH2:5][CH2:4][C:3]([OH:20])=[O:2])[CH:13]=[CH:12][CH:11]=1)=[O:16])[CH3:19]. The yield is 0.958. (6) The reactants are Cl[C:2]1[NH:3][C:4]2[N:5]([N:12]=[CH:13][C:14]=2[C:15]#[N:16])[C:6](=[O:11])[C:7]=1[CH:8]([CH3:10])[CH3:9].[O:17]1[CH:21]=[CH:20][C:19](B(O)O)=[CH:18]1.C([O-])([O-])=O.[K+].[K+]. The catalyst is O1CCOCC1.O.C1C=CC(P(C2C=CC=CC=2)[C-]2C=CC=C2)=CC=1.C1C=CC(P(C2C=CC=CC=2)[C-]2C=CC=C2)=CC=1.Cl[Pd]Cl.[Fe+2]. The product is [O:17]1[CH:21]=[CH:20][C:19]([C:2]2[NH:3][C:4]3[N:5]([N:12]=[CH:13][C:14]=3[C:15]#[N:16])[C:6](=[O:11])[C:7]=2[CH:8]([CH3:10])[CH3:9])=[CH:18]1. The yield is 0.180. (7) The reactants are [S:1]1[CH:5]=[CH:4][C:3]2[CH:6]=[C:7]([CH:10]3[C:19]4[C:14](=[CH:15][CH:16]=[CH:17][CH:18]=4)[CH2:13][NH:12][CH2:11]3)[CH:8]=[CH:9][C:2]1=2.Cl[CH2:21][C:22]#[N:23].[C:24](=[O:27])([O-:26])[O-].[Cs+].[Cs+].[C:30]([O:33]CC)(=[O:32])C. The catalyst is CN(C=O)C. The product is [C:30]([OH:33])(=[O:32])/[CH:21]=[CH:22]/[C:24]([OH:26])=[O:27].[S:1]1[CH:5]=[CH:4][C:3]2[CH:6]=[C:7]([CH:10]3[C:19]4[C:14](=[CH:15][CH:16]=[CH:17][CH:18]=4)[CH2:13][N:12]([CH2:21][C:22]#[N:23])[CH2:11]3)[CH:8]=[CH:9][C:2]1=2. The yield is 0.310. (8) The reactants are Br[C:2]1[CH:23]=[CH:22][C:5]([C:6]([NH:8][S:9]([C:12]2[CH:17]=[CH:16][CH:15]=[CH:14][C:13]=2[S:18](=[O:21])(=[O:20])[NH2:19])(=[O:11])=[O:10])=[O:7])=[CH:4][C:3]=1[O:24][CH3:25].[CH3:26][C:27]([CH3:40])([CH3:39])[C:28]#[C:29]B(OC(C)C)OC(C)C.C(=O)([O-])[O-].[Na+].[Na+]. The catalyst is CN(C)C=O. The product is [CH3:26][C:27]([CH3:40])([CH3:39])[C:28]#[C:29][C:2]1[CH:23]=[CH:22][C:5]([C:6]([NH:8][S:9]([C:12]2[CH:17]=[CH:16][CH:15]=[CH:14][C:13]=2[S:18](=[O:21])(=[O:20])[NH2:19])(=[O:11])=[O:10])=[O:7])=[CH:4][C:3]=1[O:24][CH3:25]. The yield is 0.0800. (9) The reactants are [Br-].[CH2:2]([N+:4]([CH2:7][CH2:8][OH:9])([CH3:6])[CH3:5])[CH3:3].[F:10][S:11]([N-:14][S:15]([C:18]([F:21])([F:20])[F:19])(=[O:17])=[O:16])(=[O:13])=[O:12].[Li+]. The catalyst is O. The product is [F:10][S:11]([N-:14][S:15]([C:18]([F:21])([F:19])[F:20])(=[O:16])=[O:17])(=[O:13])=[O:12].[CH2:2]([N+:4]([CH2:7][CH2:8][OH:9])([CH3:6])[CH3:5])[CH3:3]. The yield is 0.840. (10) The product is [C:1]([O:5][C:6](=[O:18])[C:7]([CH3:9])([N:10]1[C:11]2[CH:16]=[CH:15][CH:14]=[CH:13][C:12]=2[NH:17][C:19]1=[O:20])[CH3:8])([CH3:2])([CH3:3])[CH3:4]. The catalyst is C1COCC1. The reactants are [C:1]([O:5][C:6](=[O:18])[C:7]([NH:10][C:11]1[CH:16]=[CH:15][CH:14]=[CH:13][C:12]=1[NH2:17])([CH3:9])[CH3:8])([CH3:4])([CH3:3])[CH3:2].[C:19](N1C=CN=C1)(N1C=CN=C1)=[O:20]. The yield is 0.720.